Dataset: Forward reaction prediction with 1.9M reactions from USPTO patents (1976-2016). Task: Predict the product of the given reaction. (1) Given the reactants [CH3:1][O:2][C:3]1[CH:8]=[C:7]([O:9][C:10]2[CH:15]=[CH:14][C:13]([N+:16]([O-])=O)=[CH:12][CH:11]=2)[CH:6]=[CH:5][N:4]=1, predict the reaction product. The product is: [NH2:16][C:13]1[CH:14]=[CH:15][C:10]([O:9][C:7]2[CH:6]=[CH:5][N:4]=[C:3]([O:2][CH3:1])[CH:8]=2)=[CH:11][CH:12]=1. (2) Given the reactants [CH3:1][C:2]1([CH3:22])[O:10][C@@H:9]2[C@@H:4]([CH2:5][O:6][C@@:7]3([CH2:16][O:17][S:18]([NH2:21])(=[O:20])=[O:19])[O:13][C:12]([CH3:15])([CH3:14])[O:11][C@H:8]32)[O:3]1.C1COCC1.[OH-].[K+:29], predict the reaction product. The product is: [CH3:1][C:2]1([CH3:22])[O:10][C@@H:9]2[C@@H:4]([CH2:5][O:6][C@@:7]3([CH2:16][O:17][S:18]([NH-:21])(=[O:20])=[O:19])[O:13][C:12]([CH3:14])([CH3:15])[O:11][C@H:8]32)[O:3]1.[K+:29]. (3) Given the reactants [O:1]([CH2:8][C:9]1[S:13][C:12]([C:14]([OH:16])=O)=[N:11][CH:10]=1)[C:2]1[CH:7]=[CH:6][CH:5]=[CH:4][CH:3]=1.Cl.[O:18]1[CH2:22][CH2:21][CH:20]([CH2:23][NH2:24])[CH2:19]1.C(N(CC)CC)C.ON1C2C=CC=CC=2N=N1.Cl.C(N=C=NCCCN(C)C)C, predict the reaction product. The product is: [O:18]1[CH2:22][CH2:21][CH:20]([CH2:23][NH:24][C:14]([C:12]2[S:13][C:9]([CH2:8][O:1][C:2]3[CH:3]=[CH:4][CH:5]=[CH:6][CH:7]=3)=[CH:10][N:11]=2)=[O:16])[CH2:19]1. (4) The product is: [CH3:32][S:29](=[N:28][C:23]1[CH:22]=[C:21]2[C:26]([C:17]([NH:16][C:10]3[CH:11]=[CH:12][C:13]([F:15])=[CH:14][C:9]=3[OH:8])=[N:18][CH:19]=[N:20]2)=[C:25]([CH3:27])[CH:24]=1)([CH3:31])=[O:30]. Given the reactants C([O:8][C:9]1[CH:14]=[C:13]([F:15])[CH:12]=[CH:11][C:10]=1[NH:16][C:17]1[C:26]2[C:21](=[CH:22][C:23]([N:28]=[S:29]([CH3:32])([CH3:31])=[O:30])=[CH:24][C:25]=2[CH3:27])[N:20]=[CH:19][N:18]=1)C1C=CC=CC=1.CO.C1COCC1.CN(C=O)C, predict the reaction product. (5) Given the reactants Br[C:2]1[S:3][C:4]([C:7]2[CH:12]=[CH:11][C:10]([O:13][CH:14]([CH3:16])[CH3:15])=[C:9]([C:17]([F:20])([F:19])[F:18])[CH:8]=2)=[N:5][N:6]=1.[F:21][C:22]1[CH:23]=[C:24](/[CH:39]=[CH:40]/[O:41][CH3:42])[C:25]([O:37][CH3:38])=[C:26](B2OC(C)(C)C(C)(C)O2)[CH:27]=1.P([O-])([O-])([O-])=O.[K+].[K+].[K+], predict the reaction product. The product is: [F:21][C:22]1[CH:23]=[C:24](/[CH:39]=[CH:40]/[O:41][CH3:42])[C:25]([O:37][CH3:38])=[C:26]([C:2]2[S:3][C:4]([C:7]3[CH:12]=[CH:11][C:10]([O:13][CH:14]([CH3:16])[CH3:15])=[C:9]([C:17]([F:20])([F:19])[F:18])[CH:8]=3)=[N:5][N:6]=2)[CH:27]=1. (6) Given the reactants [CH3:1][N:2]1[C:14]2[CH:13]=[CH:12][C:11]([C:15]3[CH:24]=[CH:23][C:18]([O:19][CH2:20][C:21]#[N:22])=[CH:17][CH:16]=3)=[CH:10][C:9]=2[C:8]2[CH2:7][CH2:6][CH2:5][CH2:4][C:3]1=2.[N-:25]=[N+:26]=[N-:27].[Na+].[NH4+].[Cl-], predict the reaction product. The product is: [CH3:1][N:2]1[C:3]2[CH2:4][CH2:5][CH2:6][CH2:7][C:8]=2[C:9]2[C:14]1=[CH:13][CH:12]=[C:11]([C:15]1[CH:16]=[CH:17][C:18]([O:19][CH2:20][C:21]3[NH:27][N:26]=[N:25][N:22]=3)=[CH:23][CH:24]=1)[CH:10]=2. (7) Given the reactants Cl.[C:2](Cl)(=[O:9])[C:3]1[CH:8]=[CH:7][N:6]=[CH:5][CH:4]=1.C(N(CC)CC)C.ClCCl.[N:21]1([C:27]2[CH:33]=[CH:32][C:31]([C:34]([F:37])([F:36])[F:35])=[CH:30][C:28]=2[NH2:29])[CH2:26][CH2:25][CH2:24][CH2:23][CH2:22]1, predict the reaction product. The product is: [N:21]1([C:27]2[CH:33]=[CH:32][C:31]([C:34]([F:36])([F:37])[F:35])=[CH:30][C:28]=2[NH:29][C:2](=[O:9])[C:3]2[CH:8]=[CH:7][N:6]=[CH:5][CH:4]=2)[CH2:22][CH2:23][CH2:24][CH2:25][CH2:26]1.